This data is from Forward reaction prediction with 1.9M reactions from USPTO patents (1976-2016). The task is: Predict the product of the given reaction. (1) Given the reactants [NH2:1][CH2:2][C:3]1[O:4][CH:5]=[C:6]([OH:10])[C:7](=[O:9])[CH:8]=1.CO[CH:13]=[C:14]1[C:23]2[C:18](=[CH:19][CH:20]=[C:21]([Br:24])[CH:22]=2)[C:17](=[O:25])[NH:16][C:15]1=[O:26], predict the reaction product. The product is: [Br:24][C:21]1[CH:22]=[C:23]2[C:18](=[CH:19][CH:20]=1)[C:17](=[O:25])[NH:16][C:15](=[O:26])[C:14]2=[CH:13][NH:1][CH2:2][C:3]1[O:4][CH:5]=[C:6]([OH:10])[C:7](=[O:9])[CH:8]=1. (2) Given the reactants [CH2:1]([C@@H:5]1[NH:23][C:22](=[O:24])[O:21][CH2:20][CH2:19][CH2:18][CH2:17][CH2:16][CH2:15][CH2:14][C:13]2[CH:25]=[CH:26][CH:27]=[CH:28][C:12]=2[O:11][C@H:10]2[CH2:29][N:7]([C@H:8]([C:30]([O:32]C)=[O:31])[CH2:9]2)[C:6]1=[O:34])[CH2:2][CH2:3][CH3:4].O[Li].O.Cl.CCOCC, predict the reaction product. The product is: [CH2:1]([C@@H:5]1[NH:23][C:22](=[O:24])[O:21][CH2:20][CH2:19][CH2:18][CH2:17][CH2:16][CH2:15][CH2:14][C:13]2[CH:25]=[CH:26][CH:27]=[CH:28][C:12]=2[O:11][C@H:10]2[CH2:29][N:7]([C@H:8]([C:30]([OH:32])=[O:31])[CH2:9]2)[C:6]1=[O:34])[CH2:2][CH2:3][CH3:4]. (3) Given the reactants [CH:1]([C:3]1[O:11][C:10]2[C:9]([C:12]3[CH:23]=[CH:22][C:15]([C:16]([NH:18][CH2:19][CH2:20][OH:21])=[O:17])=[CH:14][CH:13]=3)=[CH:8][N:7]=[CH:6][C:5]=2[CH:4]=1)=O.[CH2:24]1[S:30][C:28](=[O:29])[NH:27][C:25]1=[O:26].NCCC(O)=O, predict the reaction product. The product is: [O:29]=[C:28]1[NH:27][C:25](=[O:26])/[C:24](=[CH:1]/[C:3]2[O:11][C:10]3[C:9]([C:12]4[CH:23]=[CH:22][C:15]([C:16]([NH:18][CH2:19][CH2:20][OH:21])=[O:17])=[CH:14][CH:13]=4)=[CH:8][N:7]=[CH:6][C:5]=3[CH:4]=2)/[S:30]1. (4) Given the reactants [Cl:1][C:2]1[CH:3]=[C:4]([NH:9][C:10]2[C:19]3[C:14](=[CH:15][CH:16]=[C:17]([OH:20])[CH:18]=3)[N:13]=[CH:12][N:11]=2)[CH:5]=[CH:6][C:7]=1[F:8].Br[CH2:22][CH2:23][CH2:24][CH2:25][CH2:26][C:27]([O:29][CH2:30][CH3:31])=[O:28].ClC1C=C(NC2C3C(=CC=C(OCC(OCC)=O)C=3)N=CN=2)C=CC=1F, predict the reaction product. The product is: [Cl:1][C:2]1[CH:3]=[C:4]([NH:9][C:10]2[C:19]3[C:14](=[CH:15][CH:16]=[C:17]([O:20][CH2:22][CH2:23][CH2:24][CH2:25][CH2:26][C:27]([O:29][CH2:30][CH3:31])=[O:28])[CH:18]=3)[N:13]=[CH:12][N:11]=2)[CH:5]=[CH:6][C:7]=1[F:8]. (5) Given the reactants [F:1][C:2]([F:7])([F:6])[C:3]([OH:5])=[O:4].[N:8]1[CH:13]=[CH:12][CH:11]=[C:10]([C:14]2[N:15]=[C:16]([S:19][CH2:20][C:21]([OH:23])=O)[NH:17][CH:18]=2)[CH:9]=1.[NH:24]1[CH2:29][CH2:28][CH2:27][CH2:26][CH2:25]1.[B-](F)(F)(F)F.CCOC(C(C#N)=NOC(N(C)C)=[N+](C)C)=O, predict the reaction product. The product is: [F:1][C:2]([F:7])([F:6])[C:3]([OH:5])=[O:4].[N:24]1([C:21](=[O:23])[CH2:20][S:19][C:16]2[NH:17][CH:18]=[C:14]([C:10]3[CH:9]=[N:8][CH:13]=[CH:12][CH:11]=3)[N:15]=2)[CH2:29][CH2:28][CH2:27][CH2:26][CH2:25]1. (6) Given the reactants [CH3:1][C:2]([Si:5](Cl)([CH3:7])[CH3:6])([CH3:4])[CH3:3].[CH2:9]([O:16]OC[C@H](COOC)O)[C:10]1[CH:15]=[CH:14][CH:13]=[CH:12][CH:11]=1.N1C=CN=C1.[C:30](OCC)(=[O:32])C.[CH3:36][CH2:37][CH2:38]CCC.CN(C=[O:46])C, predict the reaction product. The product is: [CH2:9]([O:16][CH2:36][C@H:37]([CH2:38][O:32][CH3:30])[O:46][Si:5]([C:2]([CH3:4])([CH3:3])[CH3:1])([CH3:7])[CH3:6])[C:10]1[CH:11]=[CH:12][CH:13]=[CH:14][CH:15]=1.